This data is from Peptide-MHC class I binding affinity with 185,985 pairs from IEDB/IMGT. The task is: Regression. Given a peptide amino acid sequence and an MHC pseudo amino acid sequence, predict their binding affinity value. This is MHC class I binding data. (1) The peptide sequence is SLVSKHWEL. The MHC is HLA-A02:02 with pseudo-sequence HLA-A02:02. The binding affinity (normalized) is 0.986. (2) The peptide sequence is SFGAGTLAK. The MHC is HLA-B15:01 with pseudo-sequence HLA-B15:01. The binding affinity (normalized) is 0.0847. (3) The binding affinity (normalized) is 0. The peptide sequence is QEGVSVTVT. The MHC is HLA-A68:02 with pseudo-sequence HLA-A68:02. (4) The peptide sequence is FPQGKAREF. The MHC is HLA-B07:02 with pseudo-sequence HLA-B07:02. The binding affinity (normalized) is 0.592. (5) The MHC is HLA-B08:03 with pseudo-sequence HLA-B08:03. The peptide sequence is WQGPSAAAY. The binding affinity (normalized) is 0.0847. (6) The peptide sequence is YTFEPHYFY. The MHC is HLA-A03:01 with pseudo-sequence HLA-A03:01. The binding affinity (normalized) is 0.0847. (7) The peptide sequence is ALLIGAVVSV. The MHC is HLA-A02:01 with pseudo-sequence HLA-A02:01. The binding affinity (normalized) is 0.740. (8) The peptide sequence is SARGLCNTW. The MHC is HLA-B58:01 with pseudo-sequence HLA-B58:01. The binding affinity (normalized) is 0.627. (9) The peptide sequence is KRLRLIHFL. The MHC is Mamu-B08 with pseudo-sequence Mamu-B08. The binding affinity (normalized) is 0.883. (10) The peptide sequence is TLALEVAQQK. The MHC is HLA-A33:01 with pseudo-sequence HLA-A33:01. The binding affinity (normalized) is 0.